From a dataset of Forward reaction prediction with 1.9M reactions from USPTO patents (1976-2016). Predict the product of the given reaction. (1) Given the reactants [C:1]([O:6]CC)(=O)[CH:2]=[N:3][OH:4].[N:9]1([C@@H:16]([CH3:19])[CH2:17][NH2:18])[CH2:15][CH2:14][CH2:13][CH2:12][CH2:11][CH2:10]1, predict the reaction product. The product is: [N:9]1([C@@H:16]([CH3:19])[CH2:17][NH:18][C:1](=[O:6])[CH:2]=[N:3][OH:4])[CH2:15][CH2:14][CH2:13][CH2:12][CH2:11][CH2:10]1. (2) Given the reactants [Cl:1][C:2]1[CH:7]=[CH:6][C:5]([CH:8]2[CH2:13][CH2:12][CH2:11][N:10]([CH2:14][CH:15]([OH:20])[C:16]([F:19])([F:18])[F:17])[CH2:9]2)=[CH:4][CH:3]=1.C(#N)C.[Cl:24][C:25]1[CH:30]=[CH:29][C:28]([N:31]=[C:32]=[O:33])=[CH:27][CH:26]=1, predict the reaction product. The product is: [Cl:1][C:2]1[CH:3]=[CH:4][C:5]([CH:8]2[CH2:13][CH2:12][CH2:11][N:10]([CH2:14][CH:15]([O:20][C:32](=[O:33])[NH:31][C:28]3[CH:29]=[CH:30][C:25]([Cl:24])=[CH:26][CH:27]=3)[C:16]([F:17])([F:18])[F:19])[CH2:9]2)=[CH:6][CH:7]=1.